Dataset: Retrosynthesis with 50K atom-mapped reactions and 10 reaction types from USPTO. Task: Predict the reactants needed to synthesize the given product. (1) Given the product C=CCc1cc(NC(=O)CCCBr)ccc1OC, predict the reactants needed to synthesize it. The reactants are: C=CCc1cc(N)ccc1OC.O=C(Cl)CCCBr. (2) Given the product Cc1cc(C2=NSC(C)(c3cc(Cl)cc(Cl)c3)C2)ccc1C(=O)O, predict the reactants needed to synthesize it. The reactants are: COC(=O)c1ccc(C2=NSC(C)(c3cc(Cl)cc(Cl)c3)C2)cc1C. (3) Given the product CCCc1cc2c(N3CCn4c(nnc4C(F)(F)F)C3)nc(OCCNC(=O)CS(C)(=O)=O)nc2s1, predict the reactants needed to synthesize it. The reactants are: CCCc1cc2c(N3CCn4c(nnc4C(F)(F)F)C3)nc(OCCN)nc2s1.CS(=O)(=O)CC(=O)O. (4) The reactants are: CCOC(=O)c1ccc(N2CCN(CC=C(c3ccccc3)c3ccccc3)CC2)cc1. Given the product O=C(O)c1ccc(N2CCN(CC=C(c3ccccc3)c3ccccc3)CC2)cc1, predict the reactants needed to synthesize it. (5) The reactants are: O=c1c(C2=NS(=O)(=O)c3cc(OCc4ccccc4)ccc3N2)c(O)c2ccccc2n1NC1CCC1. Given the product O=c1c(C2=NS(=O)(=O)c3cc(O)ccc3N2)c(O)c2ccccc2n1NC1CCC1, predict the reactants needed to synthesize it.